From a dataset of CYP2D6 inhibition data for predicting drug metabolism from PubChem BioAssay. Regression/Classification. Given a drug SMILES string, predict its absorption, distribution, metabolism, or excretion properties. Task type varies by dataset: regression for continuous measurements (e.g., permeability, clearance, half-life) or binary classification for categorical outcomes (e.g., BBB penetration, CYP inhibition). Dataset: cyp2d6_veith. The compound is CCCCC[C@H](O)/C=C\[C@@H]1[C@H](O)CC(=O)[C@@H]1CCCCCCC(=O)O. The result is 0 (non-inhibitor).